From a dataset of Full USPTO retrosynthesis dataset with 1.9M reactions from patents (1976-2016). Predict the reactants needed to synthesize the given product. (1) Given the product [F:15][C:3]1[C:2]([B:21]2[O:25][C:24]([CH3:27])([CH3:26])[C:23]([CH3:29])([CH3:28])[O:22]2)=[CH:7][CH:6]=[CH:5][C:4]=1[NH:8][S:9]([CH2:12][CH2:13][CH3:14])(=[O:11])=[O:10], predict the reactants needed to synthesize it. The reactants are: Br[C:2]1[C:3]([F:15])=[C:4]([NH:8][S:9]([CH2:12][CH2:13][CH3:14])(=[O:11])=[O:10])[CH:5]=[CH:6][CH:7]=1.C([O-])(=O)C.[K+].[B:21]1([B:21]2[O:25][C:24]([CH3:27])([CH3:26])[C:23]([CH3:29])([CH3:28])[O:22]2)[O:25][C:24]([CH3:27])([CH3:26])[C:23]([CH3:29])([CH3:28])[O:22]1.C(Cl)Cl. (2) Given the product [CH3:29][S:30]([O:1][CH2:2][C:3]1[CH:8]=[CH:7][C:6]([CH:9]2[CH2:10][CH2:11][N:12]([C:15]([O:17][C:18]([CH3:21])([CH3:20])[CH3:19])=[O:16])[CH2:13][CH2:14]2)=[CH:5][N:4]=1)(=[O:32])=[O:31], predict the reactants needed to synthesize it. The reactants are: [OH:1][CH2:2][C:3]1[CH:8]=[CH:7][C:6]([C:9]2[CH:14]=[CH:13][N:12]([C:15]([O:17][C:18]([CH3:21])([CH3:20])[CH3:19])=[O:16])[CH2:11][CH:10]=2)=[CH:5][N:4]=1.C(N(CC)CC)C.[CH3:29][S:30](Cl)(=[O:32])=[O:31].O. (3) Given the product [Br:1][C:2]1[CH:3]=[C:4]([CH:5]=[C:6]([O:8][C:9]([F:12])([F:11])[F:10])[CH:7]=1)[C:35]([NH:22][CH2:21][C:18]1[CH:19]=[N:20][C:15]([CH3:14])=[CH:16][CH:17]=1)=[O:34], predict the reactants needed to synthesize it. The reactants are: [Br:1][C:2]1[CH:7]=[C:6]([O:8][C:9]([F:12])([F:11])[F:10])[CH:5]=[C:4](I)[CH:3]=1.[CH3:14][C:15]1[N:20]=[CH:19][C:18]([CH2:21][NH2:22])=[CH:17][CH:16]=1.N12CCCN=C1CCCCC2.[O:34]1CCOC[CH2:35]1.